Dataset: NCI-60 drug combinations with 297,098 pairs across 59 cell lines. Task: Regression. Given two drug SMILES strings and cell line genomic features, predict the synergy score measuring deviation from expected non-interaction effect. Drug 1: C1=CC(=CC=C1CCCC(=O)O)N(CCCl)CCCl. Drug 2: CCC1(CC2CC(C3=C(CCN(C2)C1)C4=CC=CC=C4N3)(C5=C(C=C6C(=C5)C78CCN9C7C(C=CC9)(C(C(C8N6C)(C(=O)OC)O)OC(=O)C)CC)OC)C(=O)OC)O.OS(=O)(=O)O. Cell line: T-47D. Synergy scores: CSS=31.5, Synergy_ZIP=-11.8, Synergy_Bliss=-9.10, Synergy_Loewe=-7.57, Synergy_HSA=-6.70.